Dataset: Catalyst prediction with 721,799 reactions and 888 catalyst types from USPTO. Task: Predict which catalyst facilitates the given reaction. Reactant: C([O-])(C)(C)C.[K+].[C:7]([C:9]1[CH:10]=[C:11]2[C:15](=[CH:16][CH:17]=1)[NH:14][C:13](=[O:18])[C:12]2([C:20]1[CH:25]=[CH:24][CH:23]=[CH:22][C:21]=1[O:26][CH2:27][CH3:28])[OH:19])#[N:8].[CH3:29][O:30][C:31]1[CH:36]=[C:35]([O:37][CH3:38])[CH:34]=[CH:33][C:32]=1[S:39](Cl)(=[O:41])=[O:40].CO. Product: [C:7]([C:9]1[CH:10]=[C:11]2[C:15](=[CH:16][CH:17]=1)[N:14]([S:39]([C:32]1[CH:33]=[CH:34][C:35]([O:37][CH3:38])=[CH:36][C:31]=1[O:30][CH3:29])(=[O:41])=[O:40])[C:13](=[O:18])[C:12]2([OH:19])[C:20]1[CH:25]=[CH:24][CH:23]=[CH:22][C:21]=1[O:26][CH2:27][CH3:28])#[N:8]. The catalyst class is: 9.